The task is: Predict the reactants needed to synthesize the given product.. This data is from Full USPTO retrosynthesis dataset with 1.9M reactions from patents (1976-2016). (1) Given the product [CH2:20]([N:19]([CH2:13][CH2:14][CH2:15][CH2:16][CH2:17][CH3:18])[C:10](=[O:12])[CH2:9][C:4]1[CH:5]=[CH:6][C:7]([OH:8])=[C:2]([F:1])[CH:3]=1)[C:21]1[CH:26]=[CH:25][CH:24]=[CH:23][CH:22]=1, predict the reactants needed to synthesize it. The reactants are: [F:1][C:2]1[CH:3]=[C:4]([CH2:9][C:10]([OH:12])=O)[CH:5]=[CH:6][C:7]=1[OH:8].[CH2:13]([NH:19][CH2:20][C:21]1[CH:26]=[CH:25][CH:24]=[CH:23][CH:22]=1)[CH2:14][CH2:15][CH2:16][CH2:17][CH3:18].CN(C(ON1N=NC2C=CC=CC1=2)=[N+](C)C)C.[B-](F)(F)(F)F.CCN(C(C)C)C(C)C. (2) Given the product [CH3:16][O:9][C:8]([C:5]1[CH:4]=[C:3]([CH2:2][OH:1])[S:7][CH:6]=1)=[O:10], predict the reactants needed to synthesize it. The reactants are: [OH:1][CH2:2][C:3]1[S:7][CH:6]=[C:5]([C:8]([OH:10])=[O:9])[CH:4]=1.OS(O)(=O)=O.[CH3:16]O. (3) Given the product [CH2:10]([C:9]1[C:8]2[C:9](=[CH:10][CH:11]=[CH:12][CH:13]=2)[C:19]([C:20]([OH:21])=[O:14])=[CH:13][CH:8]=1)[CH3:11], predict the reactants needed to synthesize it. The reactants are: [C:8]1([N-][C:8]2[CH:13]=[CH:12][CH:11]=[CH:10][CH:9]=2)[CH:13]=[CH:12][CH:11]=[CH:10][CH:9]=1.[OH-:14].[K+].C(O)CO[CH2:19][CH2:20][OH:21]. (4) Given the product [C:1]1([CH:7]2[CH2:11][CH2:10][CH2:9][CH:8]2[NH:12][C:20](=[O:22])[CH3:21])[CH:6]=[CH:5][CH:4]=[CH:3][CH:2]=1, predict the reactants needed to synthesize it. The reactants are: [C:1]1([C@@H:7]2[CH2:11][CH2:10][CH2:9][C@H:8]2[NH2:12])[CH:6]=[CH:5][CH:4]=[CH:3][CH:2]=1.C(N(CC)CC)C.[C:20](OC(=O)C)(=[O:22])[CH3:21]. (5) The reactants are: [O:1]=[S:2]1(=[O:16])[CH2:7][CH2:6][N:5]([CH2:8][C:9]2[CH:15]=[CH:14][C:12]([NH2:13])=[CH:11][CH:10]=2)[CH2:4][CH2:3]1.[CH3:17][C:18]1([CH3:34])[C:22]([CH3:24])([CH3:23])[O:21][B:20]([C:25]2[CH:33]=[CH:32][C:28]([C:29](O)=[O:30])=[CH:27][CH:26]=2)[O:19]1.CN(C(ON1N=NC2C=CC=CC1=2)=[N+](C)C)C.F[P-](F)(F)(F)(F)F.CN1CCOCC1. Given the product [O:16]=[S:2]1(=[O:1])[CH2:3][CH2:4][N:5]([CH2:8][C:9]2[CH:15]=[CH:14][C:12]([NH:13][C:29](=[O:30])[C:28]3[CH:27]=[CH:26][C:25]([B:20]4[O:21][C:22]([CH3:23])([CH3:24])[C:18]([CH3:34])([CH3:17])[O:19]4)=[CH:33][CH:32]=3)=[CH:11][CH:10]=2)[CH2:6][CH2:7]1, predict the reactants needed to synthesize it. (6) Given the product [C:29]([O:18][CH2:17][C:11]1[CH:12]=[C:13]([O:15][CH3:16])[CH:14]=[C:9]([N:7]2[N:6]=[C:5]3[CH:20]=[CH:21][C:2]([Cl:1])=[CH:3][C:4]3=[N:8]2)[C:10]=1[OH:19])(=[O:33])[C:30]([CH3:32])=[CH2:31], predict the reactants needed to synthesize it. The reactants are: [Cl:1][C:2]1[CH:21]=[CH:20][C:5]2=[N:6][N:7]([C:9]3[CH:14]=[C:13]([O:15][CH3:16])[CH:12]=[C:11]([CH2:17][OH:18])[C:10]=3[OH:19])[N:8]=[C:4]2[CH:3]=1.C(N(CC)CC)C.[C:29](Cl)(=[O:33])[C:30]([CH3:32])=[CH2:31].